Dataset: Catalyst prediction with 721,799 reactions and 888 catalyst types from USPTO. Task: Predict which catalyst facilitates the given reaction. (1) Reactant: C(=O)([O-])[O-].[K+].[K+].C[C:8]1(C)[O:13][C:12](=[O:14])[C:11]2[C:15]([O:19][C@@H:20]3[CH2:24][CH2:23][O:22][CH2:21]3)=[CH:16][CH:17]=[CH:18][C:10]=2[O:9]1. Product: [CH3:8][O:13][C:12](=[O:14])[C:11]1[C:15]([O:19][C@@H:20]2[CH2:24][CH2:23][O:22][CH2:21]2)=[CH:16][CH:17]=[CH:18][C:10]=1[OH:9]. The catalyst class is: 5. (2) Reactant: [C:1]([C:6]1[CH:11]=[N:10][C:9]([OH:12])=[CH:8][N:7]=1)([O:3][CH2:4][CH3:5])=[O:2].[CH:13]1([CH2:17]O)[CH2:16][CH2:15][CH2:14]1.C1(P(C2C=CC=CC=2)C2C=CC=CC=2)C=CC=CC=1.N(C(OC(C)C)=O)=NC(OC(C)C)=O.C([O-])(O)=O.[Na+]. Product: [CH:13]1([CH2:17][O:12][C:9]2[N:10]=[CH:11][C:6]([C:1]([O:3][CH2:4][CH3:5])=[O:2])=[N:7][CH:8]=2)[CH2:16][CH2:15][CH2:14]1. The catalyst class is: 1. (3) Reactant: C[C:2]([C:9]1[C:10]([CH2:22][C:23]2[CH:28]=[CH:27][C:26]([O:29][CH3:30])=[CH:25][CH:24]=2)=[C:11]2[C:18]3[CH2:19][CH2:20][CH2:21][C:17]=3[S:16][C:12]2=[N:13][C:14]=1[CH3:15])([CH2:6][CH2:7][CH3:8])[C:3]([O-:5])=[O:4].[OH-].[Na+].Cl. Product: [CH3:15][C:14]1[N:13]=[C:12]2[S:16][C:17]3[CH2:21][CH2:20][CH2:19][C:18]=3[C:11]2=[C:10]([CH2:22][C:23]2[CH:24]=[CH:25][C:26]([O:29][CH3:30])=[CH:27][CH:28]=2)[C:9]=1[CH:2]([CH2:6][CH2:7][CH3:8])[C:3]([OH:5])=[O:4]. The catalyst class is: 5. (4) Reactant: [CH3:1][C:2]1[CH:7]=[CH:6][C:5]([OH:8])=[CH:4][C:3]=1[N+:9]([O-:11])=[O:10].CS(O[CH2:17][CH2:18][CH:19]1[CH2:21][CH2:20]1)(=O)=O.C(=O)([O-])[O-].[K+].[K+]. Product: [CH:19]1([CH2:18][CH2:17][O:8][C:5]2[CH:6]=[CH:7][C:2]([CH3:1])=[C:3]([N+:9]([O-:11])=[O:10])[CH:4]=2)[CH2:21][CH2:20]1. The catalyst class is: 3. (5) Reactant: Cl.[CH3:2][O:3][CH2:4][CH:5]1[CH2:14][CH2:13][C:8]2(OCC[O:9]2)[CH2:7][CH2:6]1. Product: [CH3:2][O:3][CH2:4][CH:5]1[CH2:14][CH2:13][C:8](=[O:9])[CH2:7][CH2:6]1. The catalyst class is: 1.